Predict the reaction yield, written as a fraction of the theoretical maximum amount of product (1.0 means a 100% yield; for example, 0.34 means a 34% yield). From a dataset of Reaction yield outcomes from USPTO patents with 853,638 reactions. (1) The reactants are [OH:1][C:2]1[CH:11]=[C:10]2[C:5]([CH2:6][CH2:7][CH2:8][C:9]2=[O:12])=[CH:4][CH:3]=1.[C:13]1([CH2:19][CH2:20][CH2:21]O)[CH:18]=[CH:17][CH:16]=[CH:15][CH:14]=1. No catalyst specified. The product is [C:13]1([CH2:19][CH2:20][CH2:21][O:1][C:2]2[CH:11]=[C:10]3[C:5]([CH2:6][CH2:7][CH2:8][C:9]3=[O:12])=[CH:4][CH:3]=2)[CH:18]=[CH:17][CH:16]=[CH:15][CH:14]=1. The yield is 0.870. (2) The reactants are [OH:1][CH2:2][CH:3]([CH3:35])[CH2:4][O:5][C:6]1[CH:7]=[C:8]([CH:32]=[CH:33][CH:34]=1)[O:9][C:10]1[C:11]([NH:22][S:23]([C:26]2[N:27]=[CH:28][N:29]([CH3:31])[CH:30]=2)(=[O:25])=[O:24])=[CH:12][C:13]2[N:17]([CH3:18])[C:16](=[O:19])[N:15]([CH3:20])[C:14]=2[CH:21]=1.[C:36]([O:40][C:41]([NH:43][CH2:44][C:45](O)=[O:46])=[O:42])([CH3:39])([CH3:38])[CH3:37]. The catalyst is CN(C=O)C. The product is [C:36]([O:40][C:41]([NH:43][CH2:44][C:45]([O:1][CH2:2][CH:3]([CH3:35])[CH2:4][O:5][C:6]1[CH:34]=[CH:33][CH:32]=[C:8]([O:9][C:10]2[C:11]([NH:22][S:23]([C:26]3[N:27]=[CH:28][N:29]([CH3:31])[CH:30]=3)(=[O:24])=[O:25])=[CH:12][C:13]3[N:17]([CH3:18])[C:16](=[O:19])[N:15]([CH3:20])[C:14]=3[CH:21]=2)[CH:7]=1)=[O:46])=[O:42])([CH3:39])([CH3:38])[CH3:37]. The yield is 0.110. (3) The reactants are [F:1][C:2]1[CH:7]=[CH:6][CH:5]=[CH:4][C:3]=1[C:8]1[CH:13]=[CH:12][N:11]=[C:10]([NH2:14])[C:9]=1[N+:15]([O-])=O. The catalyst is CO.[Pd]. The product is [F:1][C:2]1[CH:7]=[CH:6][CH:5]=[CH:4][C:3]=1[C:8]1[CH:13]=[CH:12][N:11]=[C:10]([NH2:14])[C:9]=1[NH2:15]. The yield is 0.636. (4) The reactants are [H-].[Na+].[C:3]([CH2:5]P(=O)(OCC)OCC)#[N:4].[CH3:14][C:15]1([S:18]([N:21]2[CH2:24][C:23](=O)[CH2:22]2)(=[O:20])=[O:19])[CH2:17][CH2:16]1.[Na+].[Cl-]. The catalyst is O1CCCC1.O. The product is [CH3:14][C:15]1([S:18]([N:21]2[CH2:24][C:23](=[CH:5][C:3]#[N:4])[CH2:22]2)(=[O:19])=[O:20])[CH2:17][CH2:16]1. The yield is 1.00.